This data is from Forward reaction prediction with 1.9M reactions from USPTO patents (1976-2016). The task is: Predict the product of the given reaction. (1) Given the reactants [CH2:1]([O:3][C:4]([C:6]1[CH:7]=[N:8][C:9]2[C:14]([C:15]=1[NH:16][CH2:17][C:18]1[CH:23]=[CH:22][C:21]([O:24][CH3:25])=[C:20]([Cl:26])[CH:19]=1)=[CH:13][C:12]([Br:27])=[CH:11][C:10]=2[CH2:28][O:29]C(=O)C)=[O:5])[CH3:2].C(=O)([O-])[O-].[K+].[K+], predict the reaction product. The product is: [CH2:1]([O:3][C:4]([C:6]1[CH:7]=[N:8][C:9]2[C:14]([C:15]=1[NH:16][CH2:17][C:18]1[CH:23]=[CH:22][C:21]([O:24][CH3:25])=[C:20]([Cl:26])[CH:19]=1)=[CH:13][C:12]([Br:27])=[CH:11][C:10]=2[CH2:28][OH:29])=[O:5])[CH3:2]. (2) Given the reactants [CH2:1]([N:8]1[C:16]2[C:11](=[CH:12][C:13]([NH:17][C:18]3[N:23]=[C:22]([Cl:24])[N:21]=[CH:20][N:19]=3)=[CH:14][CH:15]=2)[CH:10]=[N:9]1)[C:2]1[CH:7]=[CH:6][CH:5]=[CH:4][CH:3]=1.[CH3:25]I.[H-].[Na+], predict the reaction product. The product is: [CH3:25][N:17]([C:13]1[CH:12]=[C:11]2[C:16](=[CH:15][CH:14]=1)[N:8]([CH2:1][C:2]1[CH:7]=[CH:6][CH:5]=[CH:4][CH:3]=1)[N:9]=[CH:10]2)[C:18]1[N:23]=[C:22]([Cl:24])[N:21]=[CH:20][N:19]=1. (3) Given the reactants [C:1]1([CH:7]([C:17]2[CH:22]=[CH:21][CH:20]=[CH:19][CH:18]=2)[N:8]2[CH2:13][CH2:12][NH:11][CH2:10][CH:9]2[CH2:14][O:15][CH3:16])[CH:6]=[CH:5][CH:4]=[CH:3][CH:2]=1.[CH:23]([NH:36][CH2:37][C:38](O)=[O:39])([C:30]1[CH:35]=[CH:34][CH:33]=[CH:32][CH:31]=1)[C:24]1[CH:29]=[CH:28][CH:27]=[CH:26][CH:25]=1.C(Cl)CCl, predict the reaction product. The product is: [CH:23]([NH:36][CH2:37][C:38]([N:11]1[CH2:12][CH2:13][N:8]([CH:7]([C:1]2[CH:2]=[CH:3][CH:4]=[CH:5][CH:6]=2)[C:17]2[CH:22]=[CH:21][CH:20]=[CH:19][CH:18]=2)[CH:9]([CH2:14][O:15][CH3:16])[CH2:10]1)=[O:39])([C:30]1[CH:31]=[CH:32][CH:33]=[CH:34][CH:35]=1)[C:24]1[CH:29]=[CH:28][CH:27]=[CH:26][CH:25]=1. (4) Given the reactants [NH2:1][C:2]1[S:3][C:4]([CH3:17])=[C:5]([CH3:16])[C:6]=1[C:7]([C:9]1[CH:14]=[CH:13][C:12]([Cl:15])=[CH:11][CH:10]=1)=O.Cl.[NH2:19][C:20]1([C:23](OCC)=[O:24])[CH2:22][CH2:21]1, predict the reaction product. The product is: [Cl:15][C:12]1[CH:13]=[CH:14][C:9]([C:7]2[C:6]3[C:5]([CH3:16])=[C:4]([CH3:17])[S:3][C:2]=3[NH:1][C:23](=[O:24])[C:20]3([CH2:22][CH2:21]3)[N:19]=2)=[CH:10][CH:11]=1. (5) Given the reactants [CH3:1][O:2][C:3]1[C:4](=[O:25])[C:5]([CH3:24])=[C:6]([CH:12]([C:18]2[CH:23]=[CH:22][CH:21]=[CH:20][CH:19]=2)[CH2:13][CH2:14][C:15]([OH:17])=[O:16])[C:7](=[O:11])[C:8]=1[O:9][CH3:10].[N+:26]([O-:34])([O:28][CH2:29][CH2:30][CH2:31][CH2:32]O)=[O:27].C(N=C=NCCCN(C)C)C, predict the reaction product. The product is: [CH3:1][O:2][C:3]1[C:4](=[O:25])[C:5]([CH3:24])=[C:6]([CH:12]([C:18]2[CH:23]=[CH:22][CH:21]=[CH:20][CH:19]=2)[CH2:13][CH2:14][C:15]([O:17][CH2:32][CH2:31][CH2:30][CH2:29][O:28][N+:26]([O-:34])=[O:27])=[O:16])[C:7](=[O:11])[C:8]=1[O:9][CH3:10]. (6) Given the reactants [CH2:1]([N:8]1[CH2:13][CH2:12][CH:11]([O:14][C:15]2[CH:22]=[CH:21][C:18]([C:19]#[N:20])=[CH:17][CH:16]=2)[CH2:10][CH2:9]1)[C:2]1[CH:7]=[CH:6][CH:5]=[CH:4][CH:3]=1.C(=O)([O-])[O-:24].[K+].[K+].OO, predict the reaction product. The product is: [CH2:1]([N:8]1[CH2:9][CH2:10][CH:11]([O:14][C:15]2[CH:16]=[CH:17][C:18]([C:19]([NH2:20])=[O:24])=[CH:21][CH:22]=2)[CH2:12][CH2:13]1)[C:2]1[CH:3]=[CH:4][CH:5]=[CH:6][CH:7]=1. (7) Given the reactants [C:1](=[O:4])([O-:3])[O-].[Cs+].[Cs+].[Cl:7][C:8]1[CH:13]=[CH:12][CH:11]=[CH:10][C:9]=1[N:14]1[C:19](=[O:20])[CH2:18][N:17]([CH2:21][C@H:22]([NH:32]S(C2C=CC=CC=2[N+]([O-])=O)(=O)=O)[C@@H:23]2[CH2:27][C@@H:26]([CH2:28][CH2:29][CH3:30])C(=O)O2)[C:16]([CH3:46])([CH3:45])[CH2:15]1.C1(S)C=CC=CC=1.C(=O)(O)[O-].[Na+].[C:59](OC(OC(C)(C)C)=O)([O:61][C:62]([CH3:65])([CH3:64])[CH3:63])=[O:60].N[C@H]([C@@H]1C[C@@H](CCC)C(=O)O1)CN1C(C)(C)CN(C2C=CC=CC=2Cl)C(=O)C1, predict the reaction product. The product is: [C:62]([O:61][C:59](=[O:60])[NH:32][C@H:22]([C@@H:23]1[CH2:27][C@@H:26]([CH2:28][CH2:29][CH3:30])[C:1](=[O:4])[O:3]1)[CH2:21][N:17]1[CH2:18][C:19](=[O:20])[N:14]([C:9]2[CH:10]=[CH:11][CH:12]=[CH:13][C:8]=2[Cl:7])[CH2:15][C:16]1([CH3:45])[CH3:46])([CH3:65])([CH3:64])[CH3:63]. (8) Given the reactants Br[C:2]1[S:6][C:5]([NH:7][C:8]([C:10]2[CH:15]=[CH:14][CH:13]=[CH:12][C:11]=2[Cl:16])=[O:9])=[N:4][CH:3]=1.[Cl:17][C:18]1[C:19](B2OC(C)(C)C(C)(C)O2)=[CH:20][C:21]2[O:25][C:24]([CH3:26])=[N:23][C:22]=2[CH:27]=1.P([O-])([O-])([O-])=O.[K+].[K+].[K+].CC(=O)OCC.[Cl-].[Na+].O, predict the reaction product. The product is: [Cl:17][C:18]1[C:19]([C:2]2[S:6][C:5]([NH:7][C:8]([C:10]3[CH:15]=[CH:14][CH:13]=[CH:12][C:11]=3[Cl:16])=[O:9])=[N:4][CH:3]=2)=[CH:20][C:21]2[O:25][C:24]([CH3:26])=[N:23][C:22]=2[CH:27]=1. (9) Given the reactants N[C:2]1([N+:21]([O-])=O)[C:7]([O:8][CH2:9][C:10]([F:13])([F:12])[F:11])=[CH:6][C:5]([CH3:14])=[N:4][CH:3]1[O:15][CH2:16][C:17]([F:20])([F:19])[F:18].CN(C)C1C=CC=CC=1.[Br:33][CH2:34][C:35](Br)=[O:36], predict the reaction product. The product is: [Br:33][CH2:34][C:35]([NH:21][C:2]1[C:3]([O:15][CH2:16][C:17]([F:18])([F:19])[F:20])=[N:4][C:5]([CH3:14])=[CH:6][C:7]=1[O:8][CH2:9][C:10]([F:11])([F:12])[F:13])=[O:36].